From a dataset of Forward reaction prediction with 1.9M reactions from USPTO patents (1976-2016). Predict the product of the given reaction. (1) Given the reactants [OH:1][CH:2]([C:32]1[CH:37]=[CH:36][CH:35]=[C:34]([OH:38])[CH:33]=1)[CH:3]([NH:18][C:19]([C:21]1[CH:22]=[CH:23][CH:24]=[C:25]2[CH2:31][CH2:30][CH2:29][CH:28]=[CH:27][C:26]=12)=[O:20])[CH2:4][C:5]1[CH:10]=[CH:9][CH:8]=[C:7]([O:11][C:12]([F:17])([F:16])[CH:13]([F:15])[F:14])[CH:6]=1.[C:39](=O)([O-])[O-].[K+].[K+].CI, predict the reaction product. The product is: [OH:1][CH:2]([C:32]1[CH:37]=[CH:36][CH:35]=[C:34]([O:38][CH3:39])[CH:33]=1)[CH:3]([NH:18][C:19]([C:21]1[CH:22]=[CH:23][CH:24]=[C:25]2[CH2:31][CH2:30][CH2:29][CH:28]=[CH:27][C:26]=12)=[O:20])[CH2:4][C:5]1[CH:10]=[CH:9][CH:8]=[C:7]([O:11][C:12]([F:16])([F:17])[CH:13]([F:15])[F:14])[CH:6]=1. (2) Given the reactants [CH3:1][O:2][C:3]1[C:8]([O:9][CH3:10])=[CH:7][CH:6]=[CH:5][C:4]=1[C:11]([C:13]1[CH:18]=[C:17]([O:19][CH3:20])[CH:16]=[C:15]([O:21][CH3:22])[CH:14]=1)=O.C(OP([CH2:31][C:32]#[N:33])(=O)OCC)C.C[Si]([N-][Si](C)(C)C)(C)C.[Li+].O1C2C=CC(C(C3C=C(OC)C=C(OC)C=3)=CC#N)=CC=2OCC1, predict the reaction product. The product is: [CH3:1][O:2][C:3]1[C:8]([O:9][CH3:10])=[CH:7][CH:6]=[CH:5][C:4]=1[C:11]([C:13]1[CH:18]=[C:17]([O:19][CH3:20])[CH:16]=[C:15]([O:21][CH3:22])[CH:14]=1)=[CH:31][C:32]#[N:33]. (3) Given the reactants [Cl:1][C:2]1[C:3]([CH2:24][N:25]2C(=O)C3C(=CC=CC=3)C2=O)=[N:4][CH:5]=[C:6](/[CH:8]=[CH:9]/[CH:10]([C:15]2[CH:20]=[C:19]([Cl:21])[C:18]([Cl:22])=[C:17]([Cl:23])[CH:16]=2)[C:11]([F:14])([F:13])[F:12])[CH:7]=1.O.NN, predict the reaction product. The product is: [Cl:1][C:2]1[C:3]([CH2:24][NH2:25])=[N:4][CH:5]=[C:6](/[CH:8]=[CH:9]/[CH:10]([C:15]2[CH:20]=[C:19]([Cl:21])[C:18]([Cl:22])=[C:17]([Cl:23])[CH:16]=2)[C:11]([F:14])([F:12])[F:13])[CH:7]=1. (4) Given the reactants CC(C[AlH]CC(C)C)C.C1(C)C=CC=CC=1.[Br:17][C:18]1[CH:23]=[CH:22][C:21](/[C:24](/[CH3:31])=[CH:25]/[C:26](OCC)=[O:27])=[CH:20][CH:19]=1.Cl, predict the reaction product. The product is: [Br:17][C:18]1[CH:19]=[CH:20][C:21](/[C:24](/[CH3:31])=[CH:25]/[CH2:26][OH:27])=[CH:22][CH:23]=1. (5) Given the reactants [CH3:1][O:2][C:3]1[CH:8]=[CH:7][CH:6]=[C:5]([C:9]([F:12])([F:11])[F:10])[C:4]=1[CH2:13]O.S(Cl)([Cl:17])=O, predict the reaction product. The product is: [Cl:17][CH2:13][C:4]1[C:5]([C:9]([F:12])([F:11])[F:10])=[CH:6][CH:7]=[CH:8][C:3]=1[O:2][CH3:1].